This data is from Full USPTO retrosynthesis dataset with 1.9M reactions from patents (1976-2016). The task is: Predict the reactants needed to synthesize the given product. (1) Given the product [Br:1][C:2]1[CH:3]=[N:4][C:5]2[C:10]([C:11]=1[O:12][CH2:13][CH2:14][C@H:15]1[CH2:20][CH2:19][CH2:18][CH2:17][N:16]1[C:21]([O:23][C:24]([CH3:27])([CH3:26])[CH3:25])=[O:22])=[CH:9][C:8]([C:34]1[CH:33]=[N:32][N:31]([CH3:30])[CH:35]=1)=[C:7]([Cl:29])[CH:6]=2, predict the reactants needed to synthesize it. The reactants are: [Br:1][C:2]1[CH:3]=[N:4][C:5]2[C:10]([C:11]=1[O:12][CH2:13][CH2:14][C@H:15]1[CH2:20][CH2:19][CH2:18][CH2:17][N:16]1[C:21]([O:23][C:24]([CH3:27])([CH3:26])[CH3:25])=[O:22])=[CH:9][C:8](I)=[C:7]([Cl:29])[CH:6]=2.[CH3:30][N:31]1[CH:35]=[C:34](B2OC(C)(C)C(C)(C)O2)[CH:33]=[N:32]1. (2) Given the product [F:29][CH:27]([F:28])[O:26][C:3]1[C:2]([NH2:1])=[N:7][CH:6]=[C:5]([C:8]2[CH:9]=[C:10]([C@H:21]3[CH2:24][C@@H:23]([N:30]4[CH2:35][CH2:34][O:33][CH2:32][CH2:31]4)[CH2:22]3)[N:11]=[C:12]([N:14]3[CH2:18][CH2:17][C:16]([F:19])([F:20])[CH2:15]3)[N:13]=2)[CH:4]=1, predict the reactants needed to synthesize it. The reactants are: [NH2:1][C:2]1[N:7]=[CH:6][C:5]([C:8]2[N:13]=[C:12]([N:14]3[CH2:18][CH2:17][C:16]([F:20])([F:19])[CH2:15]3)[N:11]=[C:10]([CH:21]3[CH2:24][C:23](=O)[CH2:22]3)[CH:9]=2)=[CH:4][C:3]=1[O:26][CH:27]([F:29])[F:28].[NH:30]1[CH2:35][CH2:34][O:33][CH2:32][CH2:31]1.C(O)(=O)C.C(O[BH-](OC(=O)C)OC(=O)C)(=O)C.[Na+]. (3) Given the product [C:1]1([C:31]2[CH:32]=[CH:33][CH:34]=[CH:35][CH:36]=2)[CH:6]=[CH:5][CH:4]=[C:3]([C:7]2[N:30]=[C:10]3[N:11]=[C:12]([CH3:29])[C:13]([C:23](=[O:28])[C:24]([O:26][CH3:27])=[O:25])=[C:14]([N:15]4[CH2:16][CH2:17][C:18]([CH3:22])([CH3:21])[CH2:19][CH2:20]4)[N:9]3[N:8]=2)[CH:2]=1, predict the reactants needed to synthesize it. The reactants are: [C:1]1([C:31]2[CH:36]=[CH:35][CH:34]=[CH:33][CH:32]=2)[CH:6]=[CH:5][CH:4]=[C:3]([C:7]2[N:30]=[C:10]3[N:11]=[C:12]([CH3:29])[C:13]([CH:23]([OH:28])[C:24]([O:26][CH3:27])=[O:25])=[C:14]([N:15]4[CH2:20][CH2:19][C:18]([CH3:22])([CH3:21])[CH2:17][CH2:16]4)[N:9]3[N:8]=2)[CH:2]=1.CC(OI1(OC(C)=O)(OC(C)=O)OC(=O)C2C1=CC=CC=2)=O. (4) Given the product [Br:1][C:2]1[CH:3]=[C:4]([CH2:13][CH3:14])[C:5]([C:6]([NH:54][CH2:53][C:52]2[CH:55]=[CH:56][C:49]([Cl:48])=[CH:50][CH:51]=2)=[O:8])=[C:9]([CH2:11][CH3:12])[CH:10]=1, predict the reactants needed to synthesize it. The reactants are: [Br:1][C:2]1[CH:10]=[C:9]([CH2:11][CH3:12])[C:5]([C:6]([OH:8])=O)=[C:4]([CH2:13][CH3:14])[CH:3]=1.C(N(C(C)C)CC)(C)C.F[P-](F)(F)(F)(F)F.N1(OC(N(C)C)=[N+](C)C)C2N=CC=CC=2N=N1.[Cl:48][C:49]1[CH:56]=[CH:55][C:52]([CH2:53][NH2:54])=[CH:51][CH:50]=1. (5) Given the product [Cl:10][C:7]1[CH:8]=[CH:9][C:4]([C:3]([OH:27])=[O:2])=[CH:5][C:6]=1[NH:11][C:12]([C:14]1[C:25](=[O:26])[NH:24][C:17]2[N:18]=[C:19]([S:22][CH3:23])[N:20]=[CH:21][C:16]=2[CH:15]=1)=[O:13], predict the reactants needed to synthesize it. The reactants are: C[O:2][C:3](=[O:27])[C:4]1[CH:9]=[CH:8][C:7]([Cl:10])=[C:6]([NH:11][C:12]([C:14]2[C:25](=[O:26])[NH:24][C:17]3[N:18]=[C:19]([S:22][CH3:23])[N:20]=[CH:21][C:16]=3[CH:15]=2)=[O:13])[CH:5]=1.[OH-].[Li+].CO.C1COCC1. (6) Given the product [C:2]([C:3]1[C:5]2[CH:9]([C:10]3[CH:15]=[CH:14][CH:13]=[CH:12][C:11]=3[O:16][CH2:17][C:18]([O:20][CH3:21])=[O:19])[N:8]([C:22]3[CH:27]=[CH:26][C:25]([C:28]4[CH:32]=[CH:31][S:30][CH:29]=4)=[CH:24][CH:23]=3)[C:7](=[O:33])[C:6]=2[NH:38][N:39]=1)([CH3:36])([CH3:35])[CH3:1], predict the reactants needed to synthesize it. The reactants are: [CH3:1][C:2]([CH3:36])([CH3:35])[C:3]([C:5]1[CH:9]([C:10]2[CH:15]=[CH:14][CH:13]=[CH:12][C:11]=2[O:16][CH2:17][C:18]([O:20][CH3:21])=[O:19])[N:8]([C:22]2[CH:27]=[CH:26][C:25]([C:28]3[CH:32]=[CH:31][S:30][CH:29]=3)=[CH:24][CH:23]=2)[C:7](=[O:33])[C:6]=1O)=O.O.[NH2:38][NH2:39].C(=O)(O)[O-].[Na+]. (7) Given the product [CH2:29]([O:31][C:32]([C:34]1[CH:39]=[CH:27][C:25]([CH3:26])=[C:28]([CH3:10])[N:35]=1)=[O:33])[CH3:30], predict the reactants needed to synthesize it. The reactants are: CB1OB(C)OB(C)O1.[C:10]([O-])([O-])=O.[Cs+].[Cs+].[C:25](P([C:25]([CH3:28])([CH3:27])[CH3:26])[C:25]([CH3:28])([CH3:27])[CH3:26])([CH3:28])([CH3:27])[CH3:26].[CH2:29]([O:31][C:32]([C:34]1[CH:39]=C(C)C(Br)=C[N:35]=1)=[O:33])[CH3:30].